Dataset: Forward reaction prediction with 1.9M reactions from USPTO patents (1976-2016). Task: Predict the product of the given reaction. (1) The product is: [CH2:1]([O:8][C:9]1[C:14]([C:15]([CH3:17])([CH3:16])[CH3:18])=[CH:13][CH:12]=[CH:11][C:10]=1[C:19]1[CH:24]=[CH:23][CH:22]=[C:21]([C:25]([C:28]2[CH:33]=[CH:32][CH:31]=[CH:30][C:29]=2[O:34][CH3:35])=[CH2:26])[CH:20]=1)[C:2]1[CH:3]=[CH:4][CH:5]=[CH:6][CH:7]=1. Given the reactants [CH2:1]([O:8][C:9]1[C:14]([C:15]([CH3:18])([CH3:17])[CH3:16])=[CH:13][CH:12]=[CH:11][C:10]=1[C:19]1[CH:24]=[CH:23][CH:22]=[C:21]([C:25]([C:28]2[CH:33]=[CH:32][CH:31]=[CH:30][C:29]=2[O:34][CH3:35])(O)[CH3:26])[CH:20]=1)[C:2]1[CH:7]=[CH:6][CH:5]=[CH:4][CH:3]=1.C1(C)C=CC(S(O)(=O)=O)=CC=1, predict the reaction product. (2) Given the reactants [Cl:1][C:2]1[CH:10]=[CH:9][C:8]2[NH:7][C:6]3[CH2:11][CH2:12][N:13]([CH3:16])[CH2:14][CH2:15][C:5]=3[C:4]=2[CH:3]=1.[CH:17]([C:19]1[CH:24]=[CH:23][CH:22]=[CH:21][N:20]=1)=[CH2:18], predict the reaction product. The product is: [Cl:1][C:2]1[CH:10]=[CH:9][C:8]2[N:7]([CH2:18][CH2:17][C:19]3[CH:24]=[CH:23][CH:22]=[CH:21][N:20]=3)[C:6]3[CH2:11][CH2:12][N:13]([CH3:16])[CH2:14][CH2:15][C:5]=3[C:4]=2[CH:3]=1. (3) Given the reactants [C:9](O[C:9]([O:11][C:12]([CH3:15])([CH3:14])[CH3:13])=[O:10])([O:11][C:12]([CH3:15])([CH3:14])[CH3:13])=[O:10].C(N(CC)CC)C.[O:23]1[C:27]2([CH2:32][CH2:31][CH:30]([CH:33]([NH2:42])[C:34]3[CH:39]=[CH:38][C:37]([O:40]C)=[CH:36][CH:35]=3)[CH2:29][CH2:28]2)OC[CH2:24]1, predict the reaction product. The product is: [C:12]([O:11][C:9](=[O:10])[NH:42][CH:33]([C:30]1[CH:29]=[CH:28][C:27]([O:23][CH3:24])=[CH:32][CH:31]=1)[CH:34]1[CH2:35][CH2:36][C:37](=[O:40])[CH2:38][CH2:39]1)([CH3:13])([CH3:14])[CH3:15].